Dataset: Forward reaction prediction with 1.9M reactions from USPTO patents (1976-2016). Task: Predict the product of the given reaction. (1) Given the reactants [Cl:1][C:2]1[CH:7]=[CH:6][C:5]([OH:8])=[CH:4][C:3]=1[CH:9]([CH3:28])[C:10]([C:16]1[CH:17]=[CH:18][C:19]2[O:24][CH2:23][C:22](=[O:25])[N:21]([CH3:26])[C:20]=2[CH:27]=1)([OH:15])[C:11]([F:14])([F:13])[F:12].[CH2:29]([O:31][C:32](=[O:35])[CH2:33]Br)[CH3:30].C(=O)([O-])[O-].[Cs+].[Cs+], predict the reaction product. The product is: [CH2:29]([O:31][C:32](=[O:35])[CH2:33][O:8][C:5]1[CH:6]=[CH:7][C:2]([Cl:1])=[C:3]([CH:9]([CH3:28])[C:10]([OH:15])([C:16]2[CH:17]=[CH:18][C:19]3[O:24][CH2:23][C:22](=[O:25])[N:21]([CH3:26])[C:20]=3[CH:27]=2)[C:11]([F:12])([F:13])[F:14])[CH:4]=1)[CH3:30]. (2) Given the reactants [H-].[Al+3].[Li+].[H-].[H-].[H-].[C:7]([C:10]1[CH:15]=[CH:14][C:13]([O:16][CH3:17])=[CH:12][C:11]=1[CH2:18][CH2:19][O:20]C(=O)C)(=O)[CH3:8].C(OCC)(=O)C, predict the reaction product. The product is: [CH2:7]([C:10]1[CH:15]=[CH:14][C:13]([O:16][CH3:17])=[CH:12][C:11]=1[CH2:18][CH2:19][OH:20])[CH3:8]. (3) Given the reactants [F:1][C:2]([F:12])([F:11])[C:3]1[S:7][CH:6]=[N:5][C:4]=1[C:8](=O)[CH3:9].[NH2:13][C:14]1[N:21]=[CH:20][CH:19]=[C:18]([Cl:22])[C:15]=1[CH:16]=O.CC(C)([O-])C.[K+], predict the reaction product. The product is: [Cl:22][C:18]1[CH:19]=[CH:20][N:21]=[C:14]2[C:15]=1[CH:16]=[CH:9][C:8]([C:4]1[N:5]=[CH:6][S:7][C:3]=1[C:2]([F:12])([F:11])[F:1])=[N:13]2.